From a dataset of Forward reaction prediction with 1.9M reactions from USPTO patents (1976-2016). Predict the product of the given reaction. (1) Given the reactants C[O:2][C:3](=[O:18])[C:4]1[CH:9]=[C:8]([C:10]2[O:11][CH:12]=[CH:13][N:14]=2)[CH:7]=[C:6]([N+:15]([O-:17])=[O:16])[CH:5]=1.C1COCC1.O.[Li+].[OH-], predict the reaction product. The product is: [N+:15]([C:6]1[CH:5]=[C:4]([CH:9]=[C:8]([C:10]2[O:11][CH:12]=[CH:13][N:14]=2)[CH:7]=1)[C:3]([OH:18])=[O:2])([O-:17])=[O:16]. (2) Given the reactants [CH2:1]([S:3]([C:6]1[C:7]([C:12]2[N:25]([CH3:26])[C:15]3=[N:16][CH:17]=[C:18]([S:20][C:21]([F:24])([F:23])[F:22])[CH:19]=[C:14]3[N:13]=2)=[N:8][CH:9]=[CH:10][CH:11]=1)(=[O:5])=[O:4])[CH3:2].ClC1C=CC=C(C(OO)=[O:35])C=1.S([O-])([O-])(=O)=S.[Na+].[Na+].C(=O)([O-])O.[Na+], predict the reaction product. The product is: [CH2:1]([S:3]([C:6]1[C:7]([C:12]2[N:25]([CH3:26])[C:15]3=[N:16][CH:17]=[C:18]([S:20]([C:21]([F:24])([F:22])[F:23])=[O:35])[CH:19]=[C:14]3[N:13]=2)=[N:8][CH:9]=[CH:10][CH:11]=1)(=[O:5])=[O:4])[CH3:2].